The task is: Predict the reaction yield, written as a fraction of the theoretical maximum amount of product (1.0 means a 100% yield; for example, 0.34 means a 34% yield).. This data is from Reaction yield outcomes from USPTO patents with 853,638 reactions. (1) The reactants are Br[C:2]1[CH:23]=[CH:22][C:5]2[C:6]3[N:7]([CH:11]=[C:12]([C:14]4[N:18]([CH:19]([CH3:21])[CH3:20])[N:17]=[CH:16][N:15]=4)[N:13]=3)[CH2:8][CH2:9][O:10][C:4]=2[CH:3]=1.[CH3:24][C:25]1[N:26]([CH2:34][O:35][CH2:36][CH2:37][Si:38]([CH3:41])([CH3:40])[CH3:39])[CH:27]=[C:28]([Sn](C)(C)C)[N:29]=1.CC1N(COCC[Si](C)(C)C)C([Sn](C)(C)C)=CN=1. The catalyst is O1CCOCC1.C1C=CC([P]([Pd]([P](C2C=CC=CC=2)(C2C=CC=CC=2)C2C=CC=CC=2)([P](C2C=CC=CC=2)(C2C=CC=CC=2)C2C=CC=CC=2)[P](C2C=CC=CC=2)(C2C=CC=CC=2)C2C=CC=CC=2)(C2C=CC=CC=2)C2C=CC=CC=2)=CC=1. The product is [CH:19]([N:18]1[C:14]([C:12]2[N:13]=[C:6]3[C:5]4[CH:22]=[CH:23][C:2]([C:28]5[N:29]=[C:25]([CH3:24])[N:26]([CH2:34][O:35][CH2:36][CH2:37][Si:38]([CH3:41])([CH3:40])[CH3:39])[CH:27]=5)=[CH:3][C:4]=4[O:10][CH2:9][CH2:8][N:7]3[CH:11]=2)=[N:15][CH:16]=[N:17]1)([CH3:21])[CH3:20]. The yield is 0.590. (2) The reactants are [CH2:1]([C:3]1[C:8](=[O:9])[N:7]2[N:10]=[CH:11][C:12]([C:13]3[CH:14]=[N:15][NH:16][CH:17]=3)=[C:6]2[NH:5][C:4]=1[CH3:18])[CH3:2].Br[C:20]1[CH:25]=[C:24]([Cl:26])[CH:23]=[CH:22][N:21]=1.CC1(C)C2C(=C(P(C3C=CC=CC=3)C3C=CC=CC=3)C=CC=2)OC2C(P(C3C=CC=CC=3)C3C=CC=CC=3)=CC=CC1=2.C([O-])([O-])=O.[Cs+].[Cs+]. The catalyst is O1CCOCC1.C1C=CC(/C=C/C(/C=C/C2C=CC=CC=2)=O)=CC=1.C1C=CC(/C=C/C(/C=C/C2C=CC=CC=2)=O)=CC=1.C1C=CC(/C=C/C(/C=C/C2C=CC=CC=2)=O)=CC=1.[Pd].[Pd]. The product is [Cl:26][C:24]1[CH:23]=[CH:22][N:21]=[C:20]([N:15]2[CH:14]=[C:13]([C:12]3[CH:11]=[N:10][N:7]4[C:8](=[O:9])[C:3]([CH2:1][CH3:2])=[C:4]([CH3:18])[NH:5][C:6]=34)[CH:17]=[N:16]2)[CH:25]=1. The yield is 0.280. (3) The reactants are C[O:2][C:3](=O)[C:4]1[CH:9]=[C:8]([N:10]2[CH2:14][CH2:13][N:12]([C:15]3[CH:16]=[N:17][CH:18]=[CH:19][C:20]=3[CH3:21])[C:11]2=[O:22])[CH:7]=[CH:6][C:5]=1F.O.[NH2:26][NH2:27].CO. The catalyst is C(Cl)(Cl)Cl.C(Cl)Cl. The product is [CH3:21][C:20]1[CH:19]=[CH:18][N:17]=[CH:16][C:15]=1[N:12]1[CH2:13][CH2:14][N:10]([C:8]2[CH:9]=[C:4]3[C:5](=[CH:6][CH:7]=2)[NH:27][NH:26][C:3]3=[O:2])[C:11]1=[O:22]. The yield is 0.376.